Dataset: Reaction yield outcomes from USPTO patents with 853,638 reactions. Task: Predict the reaction yield, written as a fraction of the theoretical maximum amount of product (1.0 means a 100% yield; for example, 0.34 means a 34% yield). (1) The reactants are N[CH2:2][C:3]1C=CC=C[C:4]=1[CH2:9][N:10]1[C:14]2C=CC=CC=2N=[C:11]1CN(C)C1C2N=CC=CC=2CCC1.[CH3:32][N:33]([CH2:44][C:45]1[N:49]([CH2:50][CH:51]2[CH2:56][CH2:55]CN(C)C2)[C:48]2[CH:58]=[CH:59][CH:60]=[CH:61][C:47]=2[N:46]=1)[CH:34]1[C:43]2[N:42]=[CH:41][CH:40]=[CH:39][C:38]=2[CH2:37][CH2:36][CH2:35]1. No catalyst specified. The product is [CH3:11][N:10]([CH2:9][C:4]1[CH:3]=[CH:2][CH:55]=[CH:56][C:51]=1[CH2:50][N:49]1[C:48]2[CH:58]=[CH:59][CH:60]=[CH:61][C:47]=2[N:46]=[C:45]1[CH2:44][N:33]([CH3:32])[CH:34]1[C:43]2[N:42]=[CH:41][CH:40]=[CH:39][C:38]=2[CH2:37][CH2:36][CH2:35]1)[CH3:14]. The yield is 0.530. (2) The reactants are [CH3:1][N:2]1[C:10]2([CH2:15][CH2:14][N:13]([C:16]([O:18][CH2:19][C:20]3[CH:25]=[CH:24][CH:23]=[CH:22][CH:21]=3)=[O:17])[CH2:12][CH2:11]2)[C:6]2=[CH:7][CH:8]=[CH:9][N:5]2[CH2:4][CH2:3]1.C1C(=O)N([Br:33])C(=O)C1. The catalyst is C(Cl)Cl. The product is [Br:33][C:9]1[N:5]2[CH2:4][CH2:3][N:2]([CH3:1])[C:10]3([CH2:15][CH2:14][N:13]([C:16]([O:18][CH2:19][C:20]4[CH:21]=[CH:22][CH:23]=[CH:24][CH:25]=4)=[O:17])[CH2:12][CH2:11]3)[C:6]2=[CH:7][CH:8]=1. The yield is 0.630. (3) The reactants are [CH3:1][N:2]([CH3:32])[C:3]1[CH:8]=[CH:7][CH:6]=[C:5]([S:9][C:10]2[CH:11]=[C:12]3[C:18]([C:19]4[CH:20]=[N:21][N:22]([CH3:24])[CH:23]=4)=[CH:17][N:16](OCC[Si](C)(C)C)[C:13]3=[N:14][CH:15]=2)[CH:4]=1.Cl. The catalyst is CCO. The product is [CH3:1][N:2]([CH3:32])[C:3]1[CH:8]=[CH:7][CH:6]=[C:5]([S:9][C:10]2[CH:11]=[C:12]3[C:18]([C:19]4[CH:20]=[N:21][N:22]([CH3:24])[CH:23]=4)=[CH:17][NH:16][C:13]3=[N:14][CH:15]=2)[CH:4]=1. The yield is 0.400. (4) The reactants are [CH3:1][C:2]([Si:5](Cl)([CH3:7])[CH3:6])([CH3:4])[CH3:3].[Cl:9][C:10]1[CH:15]=[C:14]([CH2:16][OH:17])[CH:13]=[CH:12][N:11]=1.CN(C)C=O.N1C=CN=C1. The catalyst is [Cl-].[Na+].O. The product is [Si:5]([O:17][CH2:16][C:14]1[CH:13]=[CH:12][N:11]=[C:10]([Cl:9])[CH:15]=1)([C:2]([CH3:4])([CH3:3])[CH3:1])([CH3:7])[CH3:6]. The yield is 0.840. (5) The reactants are C([C:3]([C:12]#[N:13])([CH:7]([CH:9]1[CH2:11][CH2:10]1)[CH3:8])[C:4]([OH:6])=[O:5])C.CO.[OH-].[Na+]. The catalyst is O1CCCC1. The product is [C:12]([CH:3]([CH:7]([CH:9]1[CH2:10][CH2:11]1)[CH3:8])[C:4]([OH:6])=[O:5])#[N:13]. The yield is 0.860. (6) The reactants are [CH2:1]([NH:3][C:4]([C:6]1[N:10]2[C:11](=[O:27])[CH:12]=[C:13]([CH2:15][C:16]3[CH:21]=[CH:20][CH:19]=[C:18]([C:22]([F:25])([F:24])[F:23])[C:17]=3[F:26])[N:14]=[C:9]2[S:8][C:7]=1[CH3:28])=[O:5])[CH3:2].[CH2:29]([Li])CCC.IC. The catalyst is O1CCCC1. The product is [CH2:1]([NH:3][C:4]([C:6]1[N:10]2[C:11](=[O:27])[CH:12]=[C:13]([CH:15]([C:16]3[CH:21]=[CH:20][CH:19]=[C:18]([C:22]([F:24])([F:23])[F:25])[C:17]=3[F:26])[CH3:29])[N:14]=[C:9]2[S:8][C:7]=1[CH3:28])=[O:5])[CH3:2]. The yield is 0.250. (7) The reactants are C[N:2](C)/[CH:3]=[CH:4]/[C:5]([C:7]1[C:12](=[O:13])[CH:11]=[CH:10][N:9]([C:14]2[CH:19]=[CH:18][CH:17]=[C:16]([S:20]([CH3:23])(=[O:22])=[O:21])[CH:15]=2)[N:8]=1)=O.[F:25][C:26]1[CH:31]=[C:30]([O:32][CH3:33])[CH:29]=[CH:28][C:27]=1[C:34]1[N:35]=[C:36]([NH:39]N)[S:37][CH:38]=1. No catalyst specified. The product is [F:25][C:26]1[CH:31]=[C:30]([O:32][CH3:33])[CH:29]=[CH:28][C:27]=1[C:34]1[N:35]=[C:36]([N:39]2[C:5]([C:7]3[C:12](=[O:13])[CH:11]=[CH:10][N:9]([C:14]4[CH:19]=[CH:18][CH:17]=[C:16]([S:20]([CH3:23])(=[O:22])=[O:21])[CH:15]=4)[N:8]=3)=[CH:4][CH:3]=[N:2]2)[S:37][CH:38]=1. The yield is 0.410. (8) The reactants are [F:1][C:2]1[CH:7]=[CH:6][C:5]([S:8]([NH:11][C:12]2[C:17]([C:18]([O:20][CH2:21][C:22]3[CH:27]=[CH:26][CH:25]=[CH:24][CH:23]=3)=[O:19])=[C:16]([CH3:28])[C:15]([CH:29]=C)=[CH:14][CH:13]=2)(=[O:10])=[O:9])=[CH:4][CH:3]=1.[O:31]1CCOCC1. The catalyst is O.[Cl-].[Na+].O.O=[Os](=O)(=O)=O. The product is [F:1][C:2]1[CH:7]=[CH:6][C:5]([S:8]([NH:11][C:12]2[C:17]([C:18]([O:20][CH2:21][C:22]3[CH:27]=[CH:26][CH:25]=[CH:24][CH:23]=3)=[O:19])=[C:16]([CH3:28])[C:15]([CH2:29][OH:31])=[CH:14][CH:13]=2)(=[O:9])=[O:10])=[CH:4][CH:3]=1. The yield is 0.567. (9) The reactants are [Br:1][C:2]1[CH:7]=[CH:6][C:5]([F:8])=[C:4]([N+:9]([O-])=O)[C:3]=1[CH3:12].O.O.[Sn](Cl)Cl.Cl.C(=O)([O-])[O-].[K+].[K+]. The catalyst is CO. The product is [Br:1][C:2]1[C:3]([CH3:12])=[C:4]([C:5]([F:8])=[CH:6][CH:7]=1)[NH2:9]. The yield is 0.980. (10) The reactants are [F:1][C:2]1[CH:17]=[CH:16][C:5]([CH2:6][C:7]2[C:8](O)=[N:9][C:10]([CH3:14])=[N:11][C:12]=2[CH3:13])=[CH:4][CH:3]=1.P(Cl)(Cl)([Cl:20])=O. No catalyst specified. The product is [Cl:20][C:8]1[C:7]([CH2:6][C:5]2[CH:16]=[CH:17][C:2]([F:1])=[CH:3][CH:4]=2)=[C:12]([CH3:13])[N:11]=[C:10]([CH3:14])[N:9]=1. The yield is 0.670.